Dataset: Reaction yield outcomes from USPTO patents with 853,638 reactions. Task: Predict the reaction yield, written as a fraction of the theoretical maximum amount of product (1.0 means a 100% yield; for example, 0.34 means a 34% yield). (1) The reactants are [Na].[CH3:2][O:3][CH2:4][CH2:5][CH2:6][O:7][C:8]1[CH:13]=[CH:12][N:11]=[C:10]([CH2:14][S:15]([C:17]2[NH:21][C:20]3[CH:22]=[CH:23][CH:24]=[CH:25][C:19]=3[N:18]=2)=[O:16])[C:9]=1[CH3:26].C([O-])(O)=O.[Na+].S(Cl)(Cl)(=O)=O.[C:37]1([CH3:61])[CH:42]=[CH:41][C:40]([S:43]([CH2:46][CH2:47][O:48][C:49](=[O:60])[C:50]2[CH:55]=[CH:54][CH:53]=[C:52]([S:56](Cl)(=[O:58])=[O:57])[CH:51]=2)(=[O:45])=[O:44])=[CH:39][CH:38]=1. The catalyst is C(Cl)Cl.O.CCN(CC)CC. The product is [C:37]1([CH3:61])[CH:42]=[CH:41][C:40]([S:43]([CH2:46][CH2:47][O:48][C:49](=[O:60])[C:50]2[CH:55]=[CH:54][CH:53]=[C:52]([S:56]([N:21]3[C:20]4[CH:22]=[CH:23][CH:24]=[CH:25][C:19]=4[N:18]=[C:17]3[S:15]([CH2:14][C:10]3[C:9]([CH3:26])=[C:8]([O:7][CH2:6][CH2:5][CH2:4][O:3][CH3:2])[CH:13]=[CH:12][N:11]=3)=[O:16])(=[O:58])=[O:57])[CH:51]=2)(=[O:45])=[O:44])=[CH:39][CH:38]=1. The yield is 0.760. (2) The reactants are [C:1]([CH:4]1[CH2:9][CH:8]([C:10]([O:12][CH2:13][CH3:14])=[O:11])[CH2:7][CH2:6][N:5]1[C:15]([O:17][CH2:18][C:19]1[CH:24]=[CH:23][CH:22]=[CH:21][CH:20]=1)=[O:16])(=O)[NH2:2].O=S(Cl)Cl. The catalyst is N1C=CC=CC=1. The product is [C:1]([CH:4]1[CH2:9][CH:8]([C:10]([O:12][CH2:13][CH3:14])=[O:11])[CH2:7][CH2:6][N:5]1[C:15]([O:17][CH2:18][C:19]1[CH:20]=[CH:21][CH:22]=[CH:23][CH:24]=1)=[O:16])#[N:2]. The yield is 0.790. (3) The reactants are [CH3:1][C:2]1[CH2:8][CH:7]([C@H:9]([C@@H:11]2[C@@:15]3([CH3:33])[CH2:16][CH2:17][C@@H:18]4[C@@:23]5([CH3:31])[C:24]([CH2:26][C@H:27]([OH:30])[C@H:28]([OH:29])[C@@:22]65[O:32][C@@H:21]6[CH2:20][C@H:19]4[C@@H:14]3[CH2:13][CH2:12]2)=[O:25])[CH3:10])[O:6][C:4](=[O:5])[C:3]=1[CH2:34][O:35][C@@H]1O[C@H](CO)[C@@H](O)[C@H](O)[C@H]1O.CC1C[C@H]([C@H]([C@@H]2[C@@]3(C)CC[C@@H]4[C@@]5(C)[C@@H](O)C[C@H](O[C@@H]6O[C@H](CO)[C@@H](O)[C@H](O)[C@H]6O)[C@H](O)[C@@]65O[C@@H]6C[C@H]4[C@@H]3CC2O)C)OC(=O)C=1CO. No catalyst specified. The product is [CH3:1][C:2]1[CH2:8][C@H:7]([C@H:9]([C@@H:11]2[C@@:15]3([CH3:33])[CH2:16][CH2:17][C@@H:18]4[C@@:23]5([CH3:31])[C:24]([CH2:26][C@H:27]([OH:30])[C@H:28]([OH:29])[C@@:22]65[O:32][C@@H:21]6[CH2:20][C@H:19]4[C@@H:14]3[CH2:13][CH2:12]2)=[O:25])[CH3:10])[O:6][C:4](=[O:5])[C:3]=1[CH2:34][OH:35]. The yield is 0.00130. (4) The reactants are [CH3:1][C:2]1([CH3:17])[CH2:11][C:10]([CH3:13])([CH3:12])[C:9]2[C:4](=[CH:5][CH:6]=[C:7]([C:14]([OH:16])=[O:15])[CH:8]=2)[O:3]1.C(OC1C=CC(O)=CC=1C(C)(C)C)(=O)C.[C:33]([O:37][C:38](=[O:47])[CH2:39][C:40]1[CH:45]=[CH:44][C:43](O)=[CH:42][CH:41]=1)([CH3:36])([CH3:35])[CH3:34].C(OCC)(=O)C. The catalyst is S(Cl)(Cl)=O.CCCCCC. The product is [C:33]([O:37][C:38]([CH2:39][C:40]1[CH:41]=[CH:42][C:43]([O:15][C:14]([C:7]2[CH:8]=[C:9]3[C:4](=[CH:5][CH:6]=2)[O:3][C:2]([CH3:17])([CH3:1])[CH2:11][C:10]3([CH3:12])[CH3:13])=[O:16])=[CH:44][CH:45]=1)=[O:47])([CH3:36])([CH3:34])[CH3:35]. The yield is 0.550.